This data is from Full USPTO retrosynthesis dataset with 1.9M reactions from patents (1976-2016). The task is: Predict the reactants needed to synthesize the given product. (1) Given the product [C:1]([S:5][C@@H:6]1[C:14]2[C:9](=[CH:10][CH:11]=[CH:12][CH:13]=2)[C@H:8]([OH:15])[CH2:7]1)([CH3:4])([CH3:2])[CH3:3], predict the reactants needed to synthesize it. The reactants are: [C:1]([S:5][CH:6]1[C:14]2[C:9](=[CH:10][CH:11]=[CH:12][CH:13]=2)[C:8](=[O:15])[CH2:7]1)([CH3:4])([CH3:3])[CH3:2].[BH4-].[Na+]. (2) Given the product [Cl:1][C:2]1[CH:18]=[CH:17][C:5]2[N:6]([CH2:11][CH2:12][S:13]([CH3:16])(=[O:15])=[O:14])[C:7]([CH2:9][N:27]3[C:28]4[C:33](=[CH:32][CH:31]=[CH:30][CH:29]=4)[C:25]([S:22]([CH:19]([CH3:21])[CH3:20])(=[O:23])=[O:24])=[N:26]3)=[N:8][C:4]=2[CH:3]=1, predict the reactants needed to synthesize it. The reactants are: [Cl:1][C:2]1[CH:18]=[CH:17][C:5]2[N:6]([CH2:11][CH2:12][S:13]([CH3:16])(=[O:15])=[O:14])[C:7]([CH2:9]Cl)=[N:8][C:4]=2[CH:3]=1.[CH:19]([S:22]([C:25]1[C:33]2[C:28](=[CH:29][CH:30]=[CH:31][CH:32]=2)[NH:27][N:26]=1)(=[O:24])=[O:23])([CH3:21])[CH3:20]. (3) The reactants are: [OH:1][NH:2][C:3](=[NH:5])[CH3:4].[H-].[Na+].[C:8]([C:10]1[CH:11]=[N:12][N:13]2[C:18](=[O:19])[C:17]([CH2:20][CH3:21])=[C:16]([C:22](OCC)=O)[NH:15][C:14]=12)#[N:9]. Given the product [CH2:20]([C:17]1[C:18](=[O:19])[N:13]2[N:12]=[CH:11][C:10]([C:8]#[N:9])=[C:14]2[NH:15][C:16]=1[C:22]1[O:1][N:2]=[C:3]([CH3:4])[N:5]=1)[CH3:21], predict the reactants needed to synthesize it.